From a dataset of Reaction yield outcomes from USPTO patents with 853,638 reactions. Predict the reaction yield, written as a fraction of the theoretical maximum amount of product (1.0 means a 100% yield; for example, 0.34 means a 34% yield). (1) The reactants are [Br:1][C:2]1[CH:3]=[N:4][N:5]2[C:10]([NH:11][CH2:12][CH:13]3[CH2:18][CH2:17][NH:16][CH2:15][CH2:14]3)=[CH:9][C:8]([C:19]3[CH:24]=[CH:23][CH:22]=[CH:21][C:20]=3[Cl:25])=[N:7][C:6]=12.C[Si]([N:30]=[C:31]=[O:32])(C)C. The catalyst is ClCCl. The product is [Br:1][C:2]1[CH:3]=[N:4][N:5]2[C:10]([NH:11][CH2:12][CH:13]3[CH2:14][CH2:15][N:16]([C:31]([NH2:30])=[O:32])[CH2:17][CH2:18]3)=[CH:9][C:8]([C:19]3[CH:24]=[CH:23][CH:22]=[CH:21][C:20]=3[Cl:25])=[N:7][C:6]=12. The yield is 0.860. (2) The yield is 0.230. The reactants are [Cl:1][C:2]1[CH:10]=[CH:9][C:5]([C:6](Cl)=[O:7])=[CH:4][CH:3]=1.[CH2:11]([NH:18][C:19]([C:21]1[S:25][C:24]([NH2:26])=[N:23][C:22]=1[CH3:27])=[O:20])[C:12]1[CH:17]=[CH:16][CH:15]=[CH:14][CH:13]=1. The product is [CH2:11]([NH:18][C:19]([C:21]1[S:25][C:24]([NH:26][C:6](=[O:7])[C:5]2[CH:9]=[CH:10][C:2]([Cl:1])=[CH:3][CH:4]=2)=[N:23][C:22]=1[CH3:27])=[O:20])[C:12]1[CH:17]=[CH:16][CH:15]=[CH:14][CH:13]=1. No catalyst specified. (3) The catalyst is CN(C=O)C.O. The yield is 0.890. The product is [CH2:17]([O:10][C:5]1[CH:6]=[CH:7][CH:8]=[CH:9][C:4]=1[N+:1]([O-:3])=[O:2])[C:18]1[CH:23]=[CH:22][CH:21]=[CH:20][CH:19]=1. The reactants are [N+:1]([C:4]1[CH:9]=[CH:8][CH:7]=[CH:6][C:5]=1[OH:10])([O-:3])=[O:2].C([O-])([O-])=O.[K+].[K+].[CH2:17](Br)[C:18]1[CH:23]=[CH:22][CH:21]=[CH:20][CH:19]=1. (4) The reactants are C(N(CC)CC)C.FC(F)(F)C(O)=O.[NH:15]1[CH2:20][CH2:19][C:18](=[O:21])[CH2:17][CH2:16]1.[Cl:22][C:23]1[CH:28]=[CH:27][CH:26]=[CH:25][C:24]=1[C:29]1[N:30]([C:37]2[CH:42]=[CH:41][C:40]([Cl:43])=[CH:39][CH:38]=2)[CH:31]=[C:32]([C:34](Cl)=[O:35])[N:33]=1. The catalyst is C(Cl)Cl. The product is [Cl:22][C:23]1[CH:28]=[CH:27][CH:26]=[CH:25][C:24]=1[C:29]1[N:30]([C:37]2[CH:38]=[CH:39][C:40]([Cl:43])=[CH:41][CH:42]=2)[CH:31]=[C:32]([C:34]([N:15]2[CH2:20][CH2:19][C:18](=[O:21])[CH2:17][CH2:16]2)=[O:35])[N:33]=1. The yield is 0.770. (5) The reactants are Cl[C:2]1[CH:7]=[C:6]([C:8]2[N:12]3[N:13]=[CH:14][C:15]([C:17]([F:20])([F:19])[F:18])=[N:16][C:11]3=[N:10][CH:9]=2)[CH:5]=[CH:4][N:3]=1.CC1(C)C(C)(C)OB([C:29]2[CH:36]=[CH:35][CH:34]=[CH:33][C:30]=2[C:31]#[N:32])O1.C(=O)([O-])[O-].[Na+].[Na+]. The catalyst is COCCOC.C1C=CC([P]([Pd]([P](C2C=CC=CC=2)(C2C=CC=CC=2)C2C=CC=CC=2)([P](C2C=CC=CC=2)(C2C=CC=CC=2)C2C=CC=CC=2)[P](C2C=CC=CC=2)(C2C=CC=CC=2)C2C=CC=CC=2)(C2C=CC=CC=2)C2C=CC=CC=2)=CC=1. The product is [F:18][C:17]([F:20])([F:19])[C:15]1[CH:14]=[N:13][N:12]2[C:8]([C:6]3[CH:5]=[CH:4][N:3]=[C:2]([C:29]4[CH:36]=[CH:35][CH:34]=[CH:33][C:30]=4[C:31]#[N:32])[CH:7]=3)=[CH:9][N:10]=[C:11]2[N:16]=1. The yield is 0.0400. (6) The reactants are S(Cl)(Cl)=O.[Br:5][CH2:6][C@@:7]([OH:12])([CH3:11])[C:8](O)=[O:9].CCN(CC)CC.[NH2:20][C:21]1[CH:22]=[CH:23][C:24]([C:31]#[N:32])=[C:25]([C:27]([F:30])([F:29])[F:28])[CH:26]=1. The catalyst is C1COCC1.O. The product is [Br:5][CH2:6][C@@:7]([OH:12])([CH3:11])[C:8]([NH:20][C:21]1[CH:22]=[CH:23][C:24]([C:31]#[N:32])=[C:25]([C:27]([F:28])([F:29])[F:30])[CH:26]=1)=[O:9]. The yield is 0.739. (7) The reactants are [C:1]([NH:4][C:5]1[NH:6][C:7](=[O:23])[C:8]2[N:9]=[CH:10][N:11]([C:21]=2[N:22]=1)[C@@H]1O[C@H](CO)[C@@H](O)[C@H]1O)(=[O:3])[CH3:2].[C:24]([O:32][C@@H:33]1[C@H:37]([F:38])[C@@H:36]([CH2:39][CH:40]([P:48]([O:53][CH2:54][CH3:55])([O:50][CH2:51][CH3:52])=[O:49])[S:41][C:42]2[CH:47]=[CH:46][CH:45]=[CH:44][CH:43]=2)[O:35][C@H:34]1OC(=O)C)(=[O:31])[C:25]1[CH:30]=[CH:29][CH:28]=[CH:27][CH:26]=1.Cl[Sn](Cl)(Cl)Cl. The catalyst is C(Cl)Cl.ClCCCl. The product is [C:24]([O:32][C@@H:33]1[C@H:37]([F:38])[C@@H:36]([CH2:39][CH:40]([P:48]([O:53][CH2:54][CH3:55])([O:50][CH2:51][CH3:52])=[O:49])[S:41][C:42]2[CH:47]=[CH:46][CH:45]=[CH:44][CH:43]=2)[O:35][C@H:34]1[N:11]1[CH:10]=[N:9][C:8]2[C:7](=[O:23])[NH:6][C:5]([NH:4][C:1](=[O:3])[CH3:2])=[N:22][C:21]1=2)(=[O:31])[C:25]1[CH:30]=[CH:29][CH:28]=[CH:27][CH:26]=1. The yield is 0.300.